From a dataset of Full USPTO retrosynthesis dataset with 1.9M reactions from patents (1976-2016). Predict the reactants needed to synthesize the given product. (1) Given the product [NH:28]([CH2:27][CH2:26][CH2:25][C@H:6]1[CH2:7][N:8]([C:12](=[O:24])[CH2:13][C:14]2[CH:23]=[CH:22][C:21]3[C:16](=[CH:17][CH:18]=[CH:19][CH:20]=3)[CH:15]=2)[C@H:9]([CH3:11])[CH2:10][N:5]1[C:3](=[O:4])[C@H:2]([NH:1][C:56](=[O:57])[CH3:44])[CH2:32][C:33]1[CH:42]=[CH:41][C:40]2[C:35](=[CH:36][CH:37]=[CH:38][CH:39]=2)[CH:34]=1)[C:29]([NH2:31])=[NH:30], predict the reactants needed to synthesize it. The reactants are: [NH2:1][C@H:2]([CH2:32][C:33]1[CH:42]=[CH:41][C:40]2[C:35](=[CH:36][CH:37]=[CH:38][CH:39]=2)[CH:34]=1)[C:3]([N:5]1[CH2:10][C@@H:9]([CH3:11])[N:8]([C:12](=[O:24])[CH2:13][C:14]2[CH:23]=[CH:22][C:21]3[C:16](=[CH:17][CH:18]=[CH:19][CH:20]=3)[CH:15]=2)[CH2:7][C@@H:6]1[CH2:25][CH2:26][CH2:27][NH:28][C:29]([NH2:31])=[NH:30])=[O:4].N[C@@H:44]([C:56](O)=[O:57])CC1C=C2C(C=CC=C2)=CC=1. (2) Given the product [C:8]1([N:14]([C:2]2[CH:3]=[N:4][CH:5]=[CH:6][CH:7]=2)[NH2:15])[CH:13]=[CH:12][CH:11]=[CH:10][CH:9]=1, predict the reactants needed to synthesize it. The reactants are: Br[C:2]1[CH:3]=[N:4][CH:5]=[CH:6][CH:7]=1.[C:8]1([NH:14][NH2:15])[CH:13]=[CH:12][CH:11]=[CH:10][CH:9]=1.